Dataset: Reaction yield outcomes from USPTO patents with 853,638 reactions. Task: Predict the reaction yield, written as a fraction of the theoretical maximum amount of product (1.0 means a 100% yield; for example, 0.34 means a 34% yield). (1) The catalyst is C1C=CC(P(C2C=CC=CC=2)[C-]2C=CC=C2)=CC=1.C1C=CC(P(C2C=CC=CC=2)[C-]2C=CC=C2)=CC=1.Cl[Pd]Cl.[Fe+2].CN(C=O)C. The reactants are [O:1]1[C:5]2[CH:6]=[CH:7][C:8]([C:10]3([C:13]([NH:15][C:16]4[CH:21]=[CH:20][C:19]([CH3:22])=[C:18](Br)[CH:17]=4)=[O:14])[CH2:12][CH2:11]3)=[CH:9][C:4]=2[O:3][CH2:2]1.[CH3:24][C:25]1([CH3:41])[C:29]([CH3:31])([CH3:30])[O:28][B:27]([B:27]2[O:28][C:29]([CH3:31])([CH3:30])[C:25]([CH3:41])([CH3:24])[O:26]2)[O:26]1.CC([O-])=O.[K+]. The product is [O:1]1[C:5]2[CH:6]=[CH:7][C:8]([C:10]3([C:13]([NH:15][C:16]4[CH:21]=[CH:20][C:19]([CH3:22])=[C:18]([B:27]5[O:28][C:29]([CH3:31])([CH3:30])[C:25]([CH3:41])([CH3:24])[O:26]5)[CH:17]=4)=[O:14])[CH2:12][CH2:11]3)=[CH:9][C:4]=2[O:3][CH2:2]1. The yield is 0.270. (2) The reactants are F[C:2]1[CH:10]=[C:9]([F:11])[CH:8]=[C:7]([F:12])[C:3]=1[C:4]([OH:6])=[O:5].[F:13][C:14]1[CH:20]=[C:19]([I:21])[CH:18]=[CH:17][C:15]=1[NH2:16].[NH2-].[Li+].Cl. The catalyst is C(#N)C. The product is [F:12][C:7]1[CH:8]=[C:9]([F:11])[CH:10]=[C:2]([NH:16][C:15]2[CH:17]=[CH:18][C:19]([I:21])=[CH:20][C:14]=2[F:13])[C:3]=1[C:4]([OH:6])=[O:5]. The yield is 0.590. (3) The reactants are Br[CH2:2][C:3]1[CH:4]=[C:5]([CH:8]=[CH:9][CH:10]=1)[C:6]#[N:7].[N-:11]=[N+:12]=[N-:13].[Na+].O. The catalyst is CN(C=O)C. The product is [N:11]([CH2:2][C:3]1[CH:4]=[C:5]([CH:8]=[CH:9][CH:10]=1)[C:6]#[N:7])=[N+:12]=[N-:13]. The yield is 0.770. (4) The reactants are [O:1]1[C:5]2[CH:6]=[CH:7][C:8]([C:10]3([C:13]([NH:15][C:16]4[CH:21]=[C:20]([C:22]5[CH:27]=[CH:26][C:25]([C:28](=[O:32])[N:29]([CH3:31])[CH3:30])=[CH:24][CH:23]=5)[C:19]([C:33]([O:35]C)=[O:34])=[CH:18][CH:17]=4)=[O:14])[CH2:12][CH2:11]3)=[CH:9][C:4]=2[O:3][CH2:2]1. The catalyst is CN(C=O)C.C([O-])([O-])=O.[K+].[K+]. The product is [O:1]1[C:5]2[CH:6]=[CH:7][C:8]([C:10]3([C:13]([NH:15][C:16]4[CH:21]=[C:20]([C:22]5[CH:27]=[CH:26][C:25]([C:28](=[O:32])[N:29]([CH3:31])[CH3:30])=[CH:24][CH:23]=5)[C:19]([C:33]([OH:35])=[O:34])=[CH:18][CH:17]=4)=[O:14])[CH2:12][CH2:11]3)=[CH:9][C:4]=2[O:3][CH2:2]1. The yield is 0.0800. (5) The catalyst is CN(C)C=O. The yield is 0.220. The product is [Br:29][C:30]1[CH:36]=[CH:35][C:33]([NH:34][C:12](=[O:14])[C:11]2[CH:10]=[C:9]([CH:8]=[CH:7][C:6]=2[O:5][CH3:4])[C:15]([NH2:17])=[O:16])=[C:32]([F:37])[CH:31]=1. The reactants are N=C=N.[CH3:4][O:5][C:6]1[C:11]([C:12]([OH:14])=O)=[CH:10][C:9]([C:15]([NH2:17])=[O:16])=[CH:8][CH:7]=1.O.N1(O)C2C=CC=CC=2N=N1.[Br:29][C:30]1[CH:36]=[CH:35][C:33]([NH2:34])=[C:32]([F:37])[CH:31]=1.C([NH+](CC)CC)C.C(=O)([O-])[O-]. (6) The reactants are [NH2:1][C:2]1[CH:10]=[CH:9][C:5]2[N:6]=[CH:7][S:8][C:4]=2[CH:3]=1.[Cl:11][C:12]([O:14][C:15]1[CH:20]=[CH:19][C:18]([N+:21]([O-:23])=[O:22])=[CH:17][CH:16]=1)=[O:13]. The catalyst is C(Cl)Cl. The product is [ClH:11].[S:8]1[C:4]2[CH:3]=[C:2]([NH:1][C:12](=[O:13])[O:14][C:15]3[CH:16]=[CH:17][C:18]([N+:21]([O-:23])=[O:22])=[CH:19][CH:20]=3)[CH:10]=[CH:9][C:5]=2[N:6]=[CH:7]1. The yield is 0.810. (7) The reactants are COC(C1[CH:14]=[C:13](O)[C:12]2[C:7](=[C:8](OCC3C=CC=CC=3)[CH:9]=[C:10](Br)[CH:11]=2)N=1)=O.[CH2:25]([O:32][C:33]([C:35]1[C:44](Br)=[C:43]([O:46][CH2:47][C:48]2[CH:53]=[CH:52][CH:51]=[CH:50][CH:49]=2)[C:42]2[C:37](=[C:38]([C:54]#[N:55])[CH:39]=[CH:40][CH:41]=2)[N:36]=1)=[O:34])[C:26]1[CH:31]=[CH:30][CH:29]=[CH:28][CH:27]=1. No catalyst specified. The product is [CH2:25]([O:32][C:33]([C:35]1[C:44]([C:14]#[C:13][C:12]2[CH:7]=[CH:8][CH:9]=[CH:10][CH:11]=2)=[C:43]([O:46][CH2:47][C:48]2[CH:53]=[CH:52][CH:51]=[CH:50][CH:49]=2)[C:42]2[C:37](=[C:38]([C:54]#[N:55])[CH:39]=[CH:40][CH:41]=2)[N:36]=1)=[O:34])[C:26]1[CH:31]=[CH:30][CH:29]=[CH:28][CH:27]=1. The yield is 0.0900. (8) The reactants are [NH:1]1[C:9]2[C:4](=[CH:5][C:6]([NH:10][C:11]3[C:12]4[CH:19]=[C:18]([C:20]([CH3:22])=[CH2:21])[NH:17][C:13]=4[N:14]=[CH:15][N:16]=3)=[CH:7][CH:8]=2)[CH:3]=[N:2]1.CO. The catalyst is [Pd].CN(C)C=O. The product is [NH:1]1[C:9]2[C:4](=[CH:5][C:6]([NH:10][C:11]3[C:12]4[CH:19]=[C:18]([CH:20]([CH3:22])[CH3:21])[NH:17][C:13]=4[N:14]=[CH:15][N:16]=3)=[CH:7][CH:8]=2)[CH:3]=[N:2]1. The yield is 0.0200. (9) The reactants are [NH:1]([C:8]([NH:10][CH2:11][CH2:12][N:13]1[C:21]2[CH:20]=[CH:19][CH:18]=[CH:17][C:16]=2[C:15]2[CH2:22][CH2:23][N:24](C(OC(C)(C)C)=O)[CH2:25][CH2:26][C:14]1=2)=[O:9])[C:2]1[CH:7]=[CH:6][CH:5]=[CH:4][CH:3]=1.C(C(O)=O)(F)(F)F.C(Cl)[Cl:42]. No catalyst specified. The product is [ClH:42].[C:2]1([NH:1][C:8]([NH:10][CH2:11][CH2:12][N:13]2[C:21]3[CH:20]=[CH:19][CH:18]=[CH:17][C:16]=3[C:15]3[CH2:22][CH2:23][NH:24][CH2:25][CH2:26][C:14]2=3)=[O:9])[CH:7]=[CH:6][CH:5]=[CH:4][CH:3]=1. The yield is 0.880.